This data is from Full USPTO retrosynthesis dataset with 1.9M reactions from patents (1976-2016). The task is: Predict the reactants needed to synthesize the given product. (1) Given the product [CH3:26][CH:27]1[CH2:32][CH2:31][CH2:30][N:29]([CH2:12][C@H:13]2[CH2:17][CH2:16][C@@H:15]([NH:18][C:19](=[O:20])[O:21][C:22]([CH3:23])([CH3:24])[CH3:25])[CH2:14]2)[CH2:28]1, predict the reactants needed to synthesize it. The reactants are: CC1C=CC(S(O[CH2:12][C@H:13]2[CH2:17][CH2:16][C@@H:15]([NH:18][C:19]([O:21][C:22]([CH3:25])([CH3:24])[CH3:23])=[O:20])[CH2:14]2)(=O)=O)=CC=1.[CH3:26][CH:27]1[CH2:32][CH2:31][CH2:30][NH:29][CH2:28]1. (2) Given the product [NH:8]1[CH2:13][CH2:12][CH:11]([N:14]2[CH2:19][CH2:18][N:17]([CH2:20][CH2:21][C:22]([O:24][CH2:25][CH3:26])=[O:23])[CH2:16][CH2:15]2)[CH2:10][CH2:9]1, predict the reactants needed to synthesize it. The reactants are: C([N:8]1[CH2:13][CH2:12][CH:11]([N:14]2[CH2:19][CH2:18][N:17]([CH2:20][CH2:21][C:22]([O:24][CH2:25][CH3:26])=[O:23])[CH2:16][CH2:15]2)[CH2:10][CH2:9]1)C1C=CC=CC=1.[H][H]. (3) Given the product [CH3:1][O:2][C:3]([C:5]1[S:9][C:8]([C:10]2[CH:15]=[CH:14][C:13]([Cl:16])=[CH:12][CH:11]=2)=[N:7][C:6]=1[CH2:17][CH:18]=[O:19])=[O:4], predict the reactants needed to synthesize it. The reactants are: [CH3:1][O:2][C:3]([C:5]1[S:9][C:8]([C:10]2[CH:15]=[CH:14][C:13]([Cl:16])=[CH:12][CH:11]=2)=[N:7][C:6]=1[CH2:17][CH2:18][OH:19])=[O:4].[Br-].[K+].Cl[O-].[Na+].C(=O)(O)[O-].[Na+]. (4) The reactants are: C([O:3][C:4]([C:6]1[N:7]=[C:8]([NH:11][C:12]([NH:14][CH2:15][C:16]2[CH:21]=[CH:20][CH:19]=[CH:18][CH:17]=2)=[O:13])[S:9][CH:10]=1)=[O:5])C.[OH-].[Na+]. Given the product [CH2:15]([NH:14][C:12](=[O:13])[NH:11][C:8]1[S:9][CH:10]=[C:6]([C:4]([OH:5])=[O:3])[N:7]=1)[C:16]1[CH:21]=[CH:20][CH:19]=[CH:18][CH:17]=1, predict the reactants needed to synthesize it. (5) Given the product [OH:35][CH2:34][C:2]1[CH:3]=[CH:4][N:1]([C:2]2[C:3]([NH:17][CH2:18][CH:19]3[CH2:24][CH2:23][CH2:22][NH:21][CH2:20]3)=[CH:4][C:5]([NH:8][C:9]3[N:10]=[CH:11][C:12]([C:15]#[N:16])=[N:13][CH:14]=3)=[N:6][CH:7]=2)[CH:7]=1, predict the reactants needed to synthesize it. The reactants are: [NH2:1][C:2]1[C:3]([NH:17][CH2:18][CH:19]2[CH2:24][CH2:23][CH2:22][N:21](C(OC(C)(C)C)=O)[CH2:20]2)=[CH:4][C:5]([NH:8][C:9]2[CH:14]=[N:13][C:12]([C:15]#[N:16])=[CH:11][N:10]=2)=[N:6][CH:7]=1.[BH4-].[Na+].[CH3:34][OH:35].